From a dataset of Forward reaction prediction with 1.9M reactions from USPTO patents (1976-2016). Predict the product of the given reaction. Given the reactants Cl[C:2]1[C:3]2[N:4]([C:19]([CH3:22])=[N:20][N:21]=2)[C:5]2[CH:10]=[C:9]([CH3:11])[N:8]([CH2:12][C:13]3[CH:18]=[CH:17][CH:16]=[CH:15][N:14]=3)[C:6]=2[CH:7]=1.[CH3:23][N:24]1[CH2:29][CH2:28][CH:27]([NH2:30])[CH2:26][CH2:25]1.CC(C)([O-])C.[Na+].CC1(C)C2C=CC=C(P(C3C=CC=CC=3)C3C=CC=CC=3)C=2OC2C1=CC=CC=2P(C1C=CC=CC=1)C1C=CC=CC=1, predict the reaction product. The product is: [CH3:22][C:19]1[N:4]2[C:5]3[CH:10]=[C:9]([CH3:11])[N:8]([CH2:12][C:13]4[CH:18]=[CH:17][CH:16]=[CH:15][N:14]=4)[C:6]=3[CH:7]=[C:2]([NH:30][CH:27]3[CH2:28][CH2:29][N:24]([CH3:23])[CH2:25][CH2:26]3)[C:3]2=[N:21][N:20]=1.